The task is: Predict the reaction yield, written as a fraction of the theoretical maximum amount of product (1.0 means a 100% yield; for example, 0.34 means a 34% yield).. This data is from Reaction yield outcomes from USPTO patents with 853,638 reactions. (1) The catalyst is C(OCC)(=O)C. The reactants are [F:1][C:2]1[CH:34]=[CH:33][C:5]([CH2:6][N:7]2[C:16](=[O:17])[C:15]([C:18]3[NH:23][C:22]4[CH:24]=[CH:25][C:26](I)=[CH:27][C:21]=4[S:20](=[O:30])(=[O:29])[N:19]=3)=[C:14]([OH:31])[C@H:13]3[C@@H:8]2[C@H:9]2[CH2:32][C@@H:12]3[CH2:11][CH2:10]2)=[CH:4][CH:3]=1.[Cu][C:36]#[N:37].CN(C)C=O. The product is [F:1][C:2]1[CH:34]=[CH:33][C:5]([CH2:6][N:7]2[C:16](=[O:17])[C:15]([C:18]3[NH:23][C:22]4[CH:24]=[CH:25][C:26]([C:36]#[N:37])=[CH:27][C:21]=4[S:20](=[O:30])(=[O:29])[N:19]=3)=[C:14]([OH:31])[C@H:13]3[C@@H:8]2[C@H:9]2[CH2:32][C@@H:12]3[CH2:11][CH2:10]2)=[CH:4][CH:3]=1. The yield is 0.960. (2) The reactants are [Cl:1][C:2]1[C:3]([O:12][C:13]2[CH:18]=[C:17]([O:19][CH2:20][CH2:21][O:22][CH3:23])[CH:16]=[CH:15][C:14]=2/[CH:24]=[CH:25]/[C:26]([OH:28])=O)=[N:4][CH:5]=[C:6]([C:8]([F:11])([F:10])[F:9])[CH:7]=1.Cl.C(N=C=NCCCN(C)C)C.[N:41]1[CH:46]=[CH:45][CH:44]=[C:43]([S:47]([NH2:50])(=[O:49])=[O:48])[CH:42]=1.Cl. The catalyst is C(#N)C.CN(C)C1C=CN=CC=1.C(OCC)(=O)C. The product is [Cl:1][C:2]1[C:3]([O:12][C:13]2[CH:18]=[C:17]([O:19][CH2:20][CH2:21][O:22][CH3:23])[CH:16]=[CH:15][C:14]=2/[CH:24]=[CH:25]/[C:26]([NH:50][S:47]([C:43]2[CH:42]=[N:41][CH:46]=[CH:45][CH:44]=2)(=[O:49])=[O:48])=[O:28])=[N:4][CH:5]=[C:6]([C:8]([F:10])([F:9])[F:11])[CH:7]=1. The yield is 0.510. (3) The reactants are C1(C[NH:8][CH:9]2[CH2:18][CH2:17][C:12]3([O:16][CH2:15][CH2:14][O:13]3)[CH2:11][CH2:10]2)C=CC=CC=1. The catalyst is CO.[OH-].[Pd+2].[OH-]. The product is [O:13]1[C:12]2([CH2:17][CH2:18][CH:9]([NH2:8])[CH2:10][CH2:11]2)[O:16][CH2:15][CH2:14]1. The yield is 1.00. (4) The reactants are [CH2:1]([N:3]([CH2:13][CH3:14])[C:4]1[CH:11]=[CH:10][C:7]([CH:8]=[O:9])=[C:6]([OH:12])[CH:5]=1)[CH3:2].Br[CH2:16][CH:17]1[CH2:22][CH2:21][CH2:20][CH2:19][CH2:18]1.[OH-].[Na+]. The catalyst is CS(C)=O. The product is [CH2:13]([N:3]([CH2:1][CH3:2])[C:4]1[CH:11]=[CH:10][C:7]([CH:8]=[O:9])=[C:6]([O:12][CH2:16][CH:17]2[CH2:22][CH2:21][CH2:20][CH2:19][CH2:18]2)[CH:5]=1)[CH3:14]. The yield is 0.860. (5) The reactants are [Br:1][C:2]1[N:3]([CH2:11][O:12][CH3:13])[C:4](Br)=[C:5]([N+:7]([O-:9])=[O:8])[N:6]=1.S([O-])([O-])=O.[Na+].[Na+].CN(C)C=O.C(=O)([O-])O.[Na+]. The catalyst is O.C(OCC)(=O)C. The product is [Br:1][C:2]1[N:3]([CH2:11][O:12][CH3:13])[CH:4]=[C:5]([N+:7]([O-:9])=[O:8])[N:6]=1. The yield is 0.868. (6) The reactants are [CH3:1][O:2][C:3]1[CH:4]=[C:5]([N:12]2[CH2:17][CH2:16][O:15][CH2:14][CH2:13]2)[CH:6]=[CH:7][C:8]=1[N+:9]([O-])=O. The catalyst is CO. The product is [CH3:1][O:2][C:3]1[CH:4]=[C:5]([N:12]2[CH2:17][CH2:16][O:15][CH2:14][CH2:13]2)[CH:6]=[CH:7][C:8]=1[NH2:9]. The yield is 0.970.